This data is from Forward reaction prediction with 1.9M reactions from USPTO patents (1976-2016). The task is: Predict the product of the given reaction. (1) Given the reactants [CH3:1][O:2][C:3]1[CH:8]=[CH:7][CH:6]=[C:5]([O:9][CH3:10])[C:4]=1[CH:11]1[NH:15][C:14](=[O:16])[CH:13]([CH3:17])[CH2:12]1.Br[CH2:19][C:20]1[CH:25]=[C:24]([O:26][CH:27]([F:29])[F:28])[CH:23]=[CH:22][N:21]=1, predict the reaction product. The product is: [F:29][CH:27]([F:28])[O:26][C:24]1[CH:23]=[CH:22][N:21]=[C:20]([CH2:19][N:15]2[CH:11]([C:4]3[C:5]([O:9][CH3:10])=[CH:6][CH:7]=[CH:8][C:3]=3[O:2][CH3:1])[CH2:12][CH:13]([CH3:17])[C:14]2=[O:16])[CH:25]=1. (2) Given the reactants [Cl:1][C:2]1[N:3]=[C:4]([N:14]2[CH2:19][CH2:18][O:17][CH2:16][CH2:15]2)[C:5]2[S:10][C:9]([CH2:11][NH:12][CH3:13])=[CH:8][C:6]=2[N:7]=1.[CH:20](=O)[C:21]1[CH:26]=[CH:25][CH:24]=[CH:23][CH:22]=1, predict the reaction product. The product is: [CH2:20]([N:12]([CH2:11][C:9]1[S:10][C:5]2[C:4]([N:14]3[CH2:15][CH2:16][O:17][CH2:18][CH2:19]3)=[N:3][C:2]([Cl:1])=[N:7][C:6]=2[CH:8]=1)[CH3:13])[C:21]1[CH:26]=[CH:25][CH:24]=[CH:23][CH:22]=1.